This data is from Forward reaction prediction with 1.9M reactions from USPTO patents (1976-2016). The task is: Predict the product of the given reaction. (1) Given the reactants [F:1][C:2]1[CH:3]=[C:4]([C:13]2[CH:17]=[C:16]([CH2:18][NH:19][C:20](=O)[CH3:21])[O:15][N:14]=2)[CH:5]=[CH:6][C:7]=1[N:8]1[CH:12]=[CH:11][N:10]=[CH:9]1.COC1C=CC(P2(SP(C3C=CC(OC)=CC=3)(=S)S2)=[S:32])=CC=1, predict the reaction product. The product is: [F:1][C:2]1[CH:3]=[C:4]([C:13]2[CH:17]=[C:16]([CH2:18][NH:19][C:20](=[S:32])[CH3:21])[O:15][N:14]=2)[CH:5]=[CH:6][C:7]=1[N:8]1[CH:12]=[CH:11][N:10]=[CH:9]1. (2) Given the reactants [F:1][C:2]([F:27])([F:26])[O:3][C:4]1[CH:9]=[CH:8][C:7]([S:10]([N:13]2[CH2:18][CH2:17][CH:16](/[CH:19]=[CH:20]/[C:21]([O:23]CC)=[O:22])[CH2:15][CH2:14]2)(=[O:12])=[O:11])=[CH:6][CH:5]=1.[OH-].[Na+], predict the reaction product. The product is: [F:27][C:2]([F:1])([F:26])[O:3][C:4]1[CH:5]=[CH:6][C:7]([S:10]([N:13]2[CH2:14][CH2:15][CH:16](/[CH:19]=[CH:20]/[C:21]([OH:23])=[O:22])[CH2:17][CH2:18]2)(=[O:11])=[O:12])=[CH:8][CH:9]=1. (3) Given the reactants [N:1]1([C:7]2[CH:12]=[CH:11][C:10]([C:13]3[CH:22]=[C:21]4[C:16]([CH:17]=[CH:18][CH:19]=[N:20]4)=[C:15]([N:23]4[CH2:28][CH2:27][NH:26][CH2:25][CH2:24]4)[N:14]=3)=[CH:9][CH:8]=2)[CH2:6][CH2:5][O:4][CH2:3][CH2:2]1.C(O)(=O)C.[O-:33][C:34]#[N:35].[K+], predict the reaction product. The product is: [N:1]1([C:7]2[CH:8]=[CH:9][C:10]([C:13]3[CH:22]=[C:21]4[C:16]([CH:17]=[CH:18][CH:19]=[N:20]4)=[C:15]([N:23]4[CH2:28][CH2:27][N:26]([C:34]([NH2:35])=[O:33])[CH2:25][CH2:24]4)[N:14]=3)=[CH:11][CH:12]=2)[CH2:6][CH2:5][O:4][CH2:3][CH2:2]1. (4) The product is: [N:67]1([C:65]([C:62]2[CH:61]=[CH:60][C:59]([C:56]3[CH:57]=[CH:58][C:53]4[N:54]([C:50]([C:49]#[C:48][C:46]5[CH:45]=[CH:44][N:43]=[C:42]([NH:41][C:1](=[O:9])[C:2]6[CH:3]=[CH:4][N:5]=[CH:6][CH:7]=6)[CH:47]=5)=[CH:51][N:52]=4)[N:55]=3)=[CH:64][CH:63]=2)=[O:66])[CH2:68][CH2:69][O:70][CH2:71][CH2:72]1. Given the reactants [C:1]([OH:9])(=O)[C:2]1[CH:7]=[CH:6][N:5]=[CH:4][CH:3]=1.CN(C(ON1N=NC2C=CC=NC1=2)=[N+](C)C)C.F[P-](F)(F)(F)(F)F.CN1CCOCC1.[NH2:41][C:42]1[CH:47]=[C:46]([C:48]#[C:49][C:50]2[N:54]3[N:55]=[C:56]([C:59]4[CH:64]=[CH:63][C:62]([C:65]([N:67]5[CH2:72][CH2:71][O:70][CH2:69][CH2:68]5)=[O:66])=[CH:61][CH:60]=4)[CH:57]=[CH:58][C:53]3=[N:52][CH:51]=2)[CH:45]=[CH:44][N:43]=1, predict the reaction product. (5) Given the reactants [OH:1][CH2:2][C:3]([F:9])([F:8])[S:4](Cl)(=[O:6])=[O:5].C(=O)([O-])O.[Na+].[OH:15][N:16]1[C:20](=[O:21])[C:19]2=[CH:22][CH:23]=[CH:24][CH:25]=[C:18]2[C:17]1=[O:26].O, predict the reaction product. The product is: [F:8][C:3]([F:9])([S:4]([O:15][N:16]1[C:20](=[O:21])[C:19]2[C:18](=[CH:25][CH:24]=[CH:23][CH:22]=2)[C:17]1=[O:26])(=[O:6])=[O:5])[CH2:2][OH:1]. (6) Given the reactants P(OC[C@H]1O[C@@H](N2C3N=CN=C(N)C=3N=C2)[C@H](O)[C@@H]1O)(OP(O)(O)=O)(=O)O.P(OC[C@H]1O[C@@H](N2C3N=CN=C(N)C=3N=C2)[C@H](O)[C@@H]1O)(OP(OP(O)(O)=O)(O)=O)(=O)O.[C@@H:59]1([N:68]2[CH:75]=[CH:74][C:72](=[O:73])[NH:71][C:69]2=[O:70])[O:67][C@H:64]([CH2:65][OH:66])[C@@H:62]([OH:63])[C@H:60]1[OH:61], predict the reaction product. The product is: [C@@H:59]1([N:68]2[CH:75]=[CH:74][C:72](=[O:73])[NH:71][C:69]2=[O:70])[O:67][C@H:64]([CH2:65][OH:66])[C@@H:62]([OH:63])[C@H:60]1[OH:61]. (7) Given the reactants [F:1][C:2]([F:28])([F:27])[C:3]([C:10]1[CH:26]=[CH:25][CH:24]=[CH:23][C:11]=1[O:12][C:13]1[CH:14]=[N:15][C:16]2[C:21]([CH:22]=1)=[CH:20][CH:19]=[CH:18][CH:17]=2)([CH3:9])[O:4][Si](C)(C)C.[F-].C([N+](CCCC)(CCCC)CCCC)CCC, predict the reaction product. The product is: [F:28][C:2]([F:1])([F:27])[C:3]([C:10]1[CH:26]=[CH:25][CH:24]=[CH:23][C:11]=1[O:12][C:13]1[CH:14]=[N:15][C:16]2[C:21]([CH:22]=1)=[CH:20][CH:19]=[CH:18][CH:17]=2)([OH:4])[CH3:9]. (8) Given the reactants [Br:1][C:2]1[C:11]2[C:6](=[CH:7][CH:8]=[CH:9][CH:10]=2)[CH:5]=[N+:4]([O-])[C:3]=1[CH:13]([N:15]1[C:23](=[O:24])[C:22]2[C:17](=[CH:18][CH:19]=[CH:20][CH:21]=2)[C:16]1=[O:25])[CH3:14], predict the reaction product. The product is: [Br:1][C:2]1[C:11]2[C:6](=[CH:7][CH:8]=[CH:9][CH:10]=2)[CH:5]=[N:4][C:3]=1[CH:13]([N:15]1[C:23](=[O:24])[C:22]2[C:17](=[CH:18][CH:19]=[CH:20][CH:21]=2)[C:16]1=[O:25])[CH3:14]. (9) Given the reactants [Cl:1][C:2]1[CH:10]=[CH:9][C:5]([C:6](O)=[O:7])=[CH:4][C:3]=1[O:11][CH3:12], predict the reaction product. The product is: [Cl:1][C:2]1[CH:10]=[CH:9][C:5]([CH2:6][OH:7])=[CH:4][C:3]=1[O:11][CH3:12]. (10) Given the reactants [N:1]1([C:7]([N:9]2[CH2:14][CH:13]([C:15]3[CH:20]=[CH:19][C:18]([C:21]([F:24])([F:23])[F:22])=[CH:17][CH:16]=3)[CH2:12][CH:11]([C:25](O)=[O:26])[CH2:10]2)=[O:8])[CH2:6][CH2:5][O:4][CH2:3][CH2:2]1.O[NH:29][C:30]([C:32]1[CH:37]=[CH:36][N:35]=[CH:34][CH:33]=1)=[NH:31], predict the reaction product. The product is: [N:35]1[CH:36]=[CH:37][C:32]([C:30]2[N:31]=[C:25]([CH:11]3[CH2:12][CH:13]([C:15]4[CH:20]=[CH:19][C:18]([C:21]([F:22])([F:24])[F:23])=[CH:17][CH:16]=4)[CH2:14][N:9]([C:7]([N:1]4[CH2:6][CH2:5][O:4][CH2:3][CH2:2]4)=[O:8])[CH2:10]3)[O:26][N:29]=2)=[CH:33][CH:34]=1.